Dataset: Catalyst prediction with 721,799 reactions and 888 catalyst types from USPTO. Task: Predict which catalyst facilitates the given reaction. (1) Reactant: Br[C:2]1[CH:3]=[CH:4][C:5]([NH:13][C:14]2[C:19]([C:20]([F:23])([F:22])[F:21])=[CH:18][N:17]=[C:16]([NH:24][C:25]3[CH:39]=[CH:38][C:28]([CH2:29][P:30](=[O:37])([O:34][CH2:35][CH3:36])[O:31][CH2:32][CH3:33])=[CH:27][CH:26]=3)[N:15]=2)=[C:6]2[C:10]=1[CH2:9][N:8]([CH3:11])[C:7]2=[O:12].[Si]([O:47][CH2:48][CH2:49][N:50]1[CH:54]=[CH:53][C:52](B(O)O)=[N:51]1)(C(C)(C)C)(C)C.Cl. Product: [OH:47][CH2:48][CH2:49][N:50]1[CH:54]=[CH:53][C:52]([C:2]2[CH:3]=[CH:4][C:5]([NH:13][C:14]3[C:19]([C:20]([F:21])([F:22])[F:23])=[CH:18][N:17]=[C:16]([NH:24][C:25]4[CH:26]=[CH:27][C:28]([CH2:29][P:30](=[O:37])([O:31][CH2:32][CH3:33])[O:34][CH2:35][CH3:36])=[CH:38][CH:39]=4)[N:15]=3)=[C:6]3[C:10]=2[CH2:9][N:8]([CH3:11])[C:7]3=[O:12])=[N:51]1. The catalyst class is: 135. (2) Reactant: [OH:1][CH2:2][C:3]1[N:4]([C:8]2[CH:12]=[CH:11][N:10]([S:13]([C:16]3[CH:22]=[CH:21][C:19]([CH3:20])=[CH:18][CH:17]=3)(=[O:15])=[O:14])[C:9]=2[C:23]([C:25]2[CH:30]=[CH:29][C:28]([C:31]([F:34])([F:33])[F:32])=[CH:27][C:26]=2[O:35][CH3:36])=[O:24])[CH:5]=[CH:6][CH:7]=1. Product: [CH3:36][O:35][C:26]1[CH:27]=[C:28]([C:31]([F:34])([F:33])[F:32])[CH:29]=[CH:30][C:25]=1[C:23]([C:9]1[N:10]([S:13]([C:16]2[CH:22]=[CH:21][C:19]([CH3:20])=[CH:18][CH:17]=2)(=[O:15])=[O:14])[CH:11]=[CH:12][C:8]=1[N:4]1[CH:5]=[CH:6][CH:7]=[C:3]1[CH:2]=[O:1])=[O:24]. The catalyst class is: 16. (3) Reactant: [F:1][C:2]([F:16])([F:15])[C:3]1[CH:10]=[C:9]([C:11]([F:14])([F:13])[F:12])[CH:8]=[CH:7][C:4]=1[CH2:5]Br.[CH3:17][C:18]([C:20]1[CH:28]=[CH:27][C:25]([OH:26])=[C:22]([O:23][CH3:24])[CH:21]=1)=[O:19].CN(C=O)C.C([O-])([O-])=O.[K+].[K+]. Product: [F:1][C:2]([F:16])([F:15])[C:3]1[CH:10]=[C:9]([C:11]([F:14])([F:13])[F:12])[CH:8]=[CH:7][C:4]=1[CH2:5][O:26][C:25]1[CH:27]=[CH:28][C:20]([C:18](=[O:19])[CH3:17])=[CH:21][C:22]=1[O:23][CH3:24]. The catalyst class is: 25. (4) Reactant: Cl.C(OCC)(=O)C.[CH2:8]([O:10][C:11](=[O:33])[C@H:12]([NH:25]C(OC(C)(C)C)=O)[CH2:13][CH2:14][C:15](=O)[C:16]1[CH:21]=[CH:20][C:19]([F:22])=[C:18]([F:23])[CH:17]=1)[CH3:9]. Product: [CH2:8]([O:10][C:11]([C@H:12]1[CH2:13][CH2:14][C:15]([C:16]2[CH:21]=[CH:20][C:19]([F:22])=[C:18]([F:23])[CH:17]=2)=[N:25]1)=[O:33])[CH3:9]. The catalyst class is: 13. (5) Reactant: [Cl:1][C:2]1[C:7]([N:8]=[C:9]2[CH2:14][CH2:13][CH2:12][CH2:11][S:10]2=[O:15])=[C:6]([O:16][CH3:17])[CH:5]=[CH:4][C:3]=1[C:18]([C:20]1[CH:21]=[N:22][N:23]([CH3:26])[C:24]=1[OH:25])=[O:19].C(=O)([O-])[O-].[K+].[K+].[CH:33]1[C:42]2[C:37](=[CH:38][CH:39]=[CH:40][CH:41]=2)[CH:36]=[CH:35][C:34]=1[CH2:43]Br.O. Product: [Cl:1][C:2]1[C:7]([N:8]=[C:9]2[CH2:14][CH2:13][CH2:12][CH2:11][S:10]2=[O:15])=[C:6]([O:16][CH3:17])[CH:5]=[CH:4][C:3]=1[C:18]([C:20]1[CH:21]=[N:22][N:23]([CH3:26])[C:24]=1[O:25][CH2:43][C:34]1[CH:35]=[CH:36][C:37]2[C:42](=[CH:41][CH:40]=[CH:39][CH:38]=2)[CH:33]=1)=[O:19]. The catalyst class is: 42. (6) Reactant: [F:1][C:2]([F:17])([F:16])[C:3]1[CH:8]=[CH:7][C:6]([C:9]2[S:13][C:12]([CH2:14]O)=[CH:11][CH:10]=2)=[CH:5][CH:4]=1.C(N(CC)CC)C.S(Cl)([Cl:27])=O. Product: [Cl:27][CH2:14][C:12]1[S:13][C:9]([C:6]2[CH:7]=[CH:8][C:3]([C:2]([F:17])([F:16])[F:1])=[CH:4][CH:5]=2)=[CH:10][CH:11]=1. The catalyst class is: 2. (7) Reactant: [NH:1]([C:10]([O:12][C:13]([CH3:16])([CH3:15])[CH3:14])=[O:11])[C@H:2]([C:7]([OH:9])=O)[CH2:3][CH:4]([CH3:6])[CH3:5].F[B-](F)(F)F.[N:22]1([O:31][C:32](N(C)C)=[N+](C)C)[C:26]2C=CC=CC=2N=N1.C1C=CC2N(O)N=NC=2C=1.CCN(C(C)C)C(C)C.Cl.CONC. Product: [NH:1]([C:10]([O:12][C:13]([CH3:16])([CH3:15])[CH3:14])=[O:11])[C@H:2]([C:7]([N:22]([CH3:26])[O:31][CH3:32])=[O:9])[CH2:3][CH:4]([CH3:5])[CH3:6]. The catalyst class is: 2. (8) Reactant: [CH:1]1([C:6]2[NH:14][C:13]3[C:12](=[O:15])[N:11]([CH2:16][CH2:17][CH3:18])[C:10](Cl)=[N:9][C:8]=3[N:7]=2)[CH2:5][CH2:4][CH2:3][CH2:2]1.[CH2:20]([O:22][C:23](=[O:26])[CH2:24][NH2:25])[CH3:21].C(N(C(C)C)CC)(C)C.C(OCC)(=O)C. Product: [CH2:20]([O:22][C:23](=[O:26])[CH2:24][NH:25][C:10]1[N:11]([CH2:16][CH2:17][CH3:18])[C:12](=[O:15])[C:13]2[NH:14][C:6]([CH:1]3[CH2:5][CH2:4][CH2:3][CH2:2]3)=[N:7][C:8]=2[N:9]=1)[CH3:21]. The catalyst class is: 264. (9) Reactant: [CH3:1][C:2]([CH3:6])([OH:5])[C:3]#[N:4].N1C=CC=CC=1.[CH3:13][Si:14](Cl)([CH3:16])[CH3:15]. Product: [CH3:1][C:2]([O:5][Si:14]([CH3:16])([CH3:15])[CH3:13])([CH3:6])[C:3]#[N:4]. The catalyst class is: 389.